The task is: Binary Classification. Given a miRNA mature sequence and a target amino acid sequence, predict their likelihood of interaction.. This data is from Experimentally validated miRNA-target interactions with 360,000+ pairs, plus equal number of negative samples. (1) The miRNA is hsa-miR-4441 with sequence ACAGGGAGGAGAUUGUA. The protein sequence of the target gene is MGDAADPREMRKTFIVPAIKPFDHYDFSRAKIACNLAWLVAKAFGTENVPEELQEPFYTDQYDQEHIKPPVVNLLLSAELYCRAGSLILKSDAAKPLLGHDAVIQALAQKGLYVTDQEKLVTERDLHKKPIQMSAHLAMIDTLMMAYTVEMVSIEKVIACAQQYSAFFQATDLPYDIEDAVMYWINKVNEHLKDIMEQEQKLKEHHTVEAPGGQKSPSKWFWKLVPARYRKEQTLLKQLPCIPLVENLLKDGTDGCALAALIHFYCPDVVRLEDICLKETMSLADSLYNLQLIQEFCQEY.... Result: 1 (interaction). (2) The miRNA is hsa-miR-548ac with sequence CAAAAACCGGCAAUUACUUUUG. The protein sequence of the target gene is MAAATIVHDTSEAVELCPAYGLYLKPITKMTISVALPQLKQPGKSISNWEVMERLKGMVQNHQFSTLRISKSTMDFIRFEGEVENKSLVKSFLACLDGKTIKLSGFSDILKVRAAEFKIDFPTRHDWDSFFRDAKDMNETLPGERPDTIHLEGLPCKWFALKESGSEKPSEDVLVKVFEKFGEIRNVDIPMLDPYREEMTGRNFHTFSFGGHLNFEAYVQYREYMGFIQAMSALRGMKLMYKGEDGKAVACNIKVSFDSTKHLSDASIKKRQLERQKLQELEQQREEQKRREKEAEERQR.... Result: 0 (no interaction).